From a dataset of Full USPTO retrosynthesis dataset with 1.9M reactions from patents (1976-2016). Predict the reactants needed to synthesize the given product. (1) Given the product [NH2:9][CH2:8][CH2:7][CH:6]([C:10]1[CH:15]=[CH:14][CH:13]=[C:12]([S:16][CH2:17][CH:18]([CH2:22][CH2:23][CH3:24])[CH2:19][CH2:20][CH3:21])[CH:11]=1)[OH:5], predict the reactants needed to synthesize it. The reactants are: B.CSC.[OH:5][CH:6]([C:10]1[CH:15]=[CH:14][CH:13]=[C:12]([S:16][CH2:17][CH:18]([CH2:22][CH2:23][CH3:24])[CH2:19][CH2:20][CH3:21])[CH:11]=1)[CH2:7][C:8]#[N:9]. (2) Given the product [NH2:1][C:2]1[N+:7]([O-:19])=[C:6]([NH:16][CH2:10][CH2:11][CH2:12][CH2:13][CH2:14][CH3:15])[CH:5]=[CH:4][N:3]=1, predict the reactants needed to synthesize it. The reactants are: [NH2:1][C:2]1[N:7]=[C:6](Cl)[CH:5]=[C:4](Cl)[N:3]=1.[CH2:10]([NH2:16])[CH2:11][CH2:12][CH2:13][CH2:14][CH3:15].C([OH:19])C. (3) Given the product [CH3:1][N:2]1[CH2:7][CH2:6][N:5]([CH2:9][CH2:10][CH2:11][OH:12])[CH2:4][CH2:3]1, predict the reactants needed to synthesize it. The reactants are: [CH3:1][N:2]1[CH2:7][CH2:6][NH:5][CH2:4][CH2:3]1.Br[CH2:9][CH2:10][CH2:11][OH:12]. (4) The reactants are: O[C:2]1[CH:7]=[CH:6][N:5]2[N:8]=[CH:9][CH:10]=[C:4]2[N:3]=1.P(Cl)(Cl)([Cl:13])=O. Given the product [Cl:13][C:2]1[CH:7]=[CH:6][N:5]2[N:8]=[CH:9][CH:10]=[C:4]2[N:3]=1, predict the reactants needed to synthesize it. (5) The reactants are: [CH3:1][CH:2]([CH3:22])[CH2:3][CH2:4][NH:5][C:6]1[C:19]2[C:18](=[O:20])[C:17]3[C:12](=[CH:13][CH:14]=[CH:15][CH:16]=3)[C:11](=[O:21])[C:10]=2[CH:9]=[CH:8][CH:7]=1.C[O:24]CC(O)C.CN1CCOCC1.N1CCCCC1.C1C=CC2C(=O)C3C(=C(O)C=CC=3O)C(=O)C=2C=1.[BH4-].[Na+]. Given the product [CH3:1][CH:2]([CH3:22])[CH2:3][CH2:4][NH:5][C:6]1[C:19]2[C:18](=[O:20])[C:17]3[C:12](=[CH:13][CH:14]=[CH:15][CH:16]=3)[C:11](=[O:21])[C:10]=2[C:9]([OH:24])=[CH:8][CH:7]=1, predict the reactants needed to synthesize it. (6) Given the product [CH3:21][O:20][C:17]1[CH:18]=[CH:19][C:14]([CH2:13][N:12]([CH2:22][C:23]2[CH:28]=[CH:27][C:26]([O:29][CH3:30])=[CH:25][CH:24]=2)[C:4]2[C:5]3[N:9]=[CH:8][N:7]([CH3:10])[C:6]=3[CH:11]=[C:2]([B:31]3[O:35][C:34]([CH3:37])([CH3:36])[C:33]([CH3:39])([CH3:38])[O:32]3)[CH:3]=2)=[CH:15][CH:16]=1, predict the reactants needed to synthesize it. The reactants are: Br[C:2]1[CH:3]=[C:4]([N:12]([CH2:22][C:23]2[CH:28]=[CH:27][C:26]([O:29][CH3:30])=[CH:25][CH:24]=2)[CH2:13][C:14]2[CH:19]=[CH:18][C:17]([O:20][CH3:21])=[CH:16][CH:15]=2)[C:5]2[N:9]=[CH:8][N:7]([CH3:10])[C:6]=2[CH:11]=1.[B:31]1([B:31]2[O:35][C:34]([CH3:37])([CH3:36])[C:33]([CH3:39])([CH3:38])[O:32]2)[O:35][C:34]([CH3:37])([CH3:36])[C:33]([CH3:39])([CH3:38])[O:32]1.C(Cl)Cl.CC([O-])=O.[K+]. (7) Given the product [S:1]1[C:5]([C:6]2[C:7]([O:27][CH3:28])=[CH:8][C:9]([O:25][CH3:26])=[C:10](/[CH:12]=[CH:13]/[C:14]([C:16]3[CH:24]=[CH:23][C:19]([C:20]([NH2:35])=[O:21])=[CH:18][CH:17]=3)=[O:15])[CH:11]=2)=[CH:4][C:3]2[CH:29]=[CH:30][CH:31]=[CH:32][C:2]1=2, predict the reactants needed to synthesize it. The reactants are: [S:1]1[C:5]([C:6]2[C:7]([O:27][CH3:28])=[CH:8][C:9]([O:25][CH3:26])=[C:10](/[CH:12]=[CH:13]/[C:14]([C:16]3[CH:24]=[CH:23][C:19]([C:20](O)=[O:21])=[CH:18][CH:17]=3)=[O:15])[CH:11]=2)=[CH:4][C:3]2[CH:29]=[CH:30][CH:31]=[CH:32][C:2]1=2.Cl.C[N:35](C)CCCN=C=NCC.O.ON1C2C=CC=CC=2N=N1.[Cl-].[NH4+].C(N(CC)CC)C.